Dataset: NCI-60 drug combinations with 297,098 pairs across 59 cell lines. Task: Regression. Given two drug SMILES strings and cell line genomic features, predict the synergy score measuring deviation from expected non-interaction effect. (1) Drug 1: C1=CC=C(C=C1)NC(=O)CCCCCCC(=O)NO. Drug 2: CN(CC1=CN=C2C(=N1)C(=NC(=N2)N)N)C3=CC=C(C=C3)C(=O)NC(CCC(=O)O)C(=O)O. Cell line: OVCAR-5. Synergy scores: CSS=32.7, Synergy_ZIP=-0.434, Synergy_Bliss=0.0486, Synergy_Loewe=-17.4, Synergy_HSA=0.431. (2) Drug 1: C1=NC2=C(N=C(N=C2N1C3C(C(C(O3)CO)O)O)F)N. Drug 2: CC1C(C(CC(O1)OC2CC(OC(C2O)C)OC3=CC4=CC5=C(C(=O)C(C(C5)C(C(=O)C(C(C)O)O)OC)OC6CC(C(C(O6)C)O)OC7CC(C(C(O7)C)O)OC8CC(C(C(O8)C)O)(C)O)C(=C4C(=C3C)O)O)O)O. Cell line: CCRF-CEM. Synergy scores: CSS=80.2, Synergy_ZIP=1.02, Synergy_Bliss=0.139, Synergy_Loewe=-3.77, Synergy_HSA=-0.0510.